Dataset: Catalyst prediction with 721,799 reactions and 888 catalyst types from USPTO. Task: Predict which catalyst facilitates the given reaction. (1) Reactant: [Cl:1][C:2]1[N:7]=[C:6](Cl)[CH:5]=[CH:4][N:3]=1.[C:9]([C:11]1[CH:12]=[CH:13][C:14]([CH3:24])=[C:15]([NH:17][C:18](=[O:23])[C:19]([F:22])([F:21])[F:20])[CH:16]=1)#[CH:10]. Product: [Cl:1][C:2]1[N:7]=[C:6]([C:10]#[C:9][C:11]2[CH:12]=[CH:13][C:14]([CH3:24])=[C:15]([NH:17][C:18](=[O:23])[C:19]([F:20])([F:21])[F:22])[CH:16]=2)[CH:5]=[CH:4][N:3]=1. The catalyst class is: 540. (2) Reactant: [NH2:1][C@@H:2]([CH2:10][CH2:11][CH2:12][NH:13][C:14]([NH:16][S:17]([C:20]1[C:21]([CH3:34])=[C:22]2[C:27](=[C:28]([CH3:31])[C:29]=1[CH3:30])[O:26][C:25]([CH3:33])([CH3:32])[CH2:24][CH2:23]2)(=[O:19])=[O:18])=[NH:15])[C:3]([O:5][C:6]([CH3:9])([CH3:8])[CH3:7])=[O:4].[CH3:35][C:36]([CH3:49])([CH3:48])[CH2:37][N:38]1[CH:43]=[CH:42][CH:41]=[C:40]([C:44](O)=[O:45])[C:39]1=[O:47].CN(C(ON1N=NC2C=CC=CC1=2)=[N+](C)C)C.F[P-](F)(F)(F)(F)F.CCN(C(C)C)C(C)C. Product: [CH3:35][C:36]([CH3:49])([CH3:48])[CH2:37][N:38]1[CH:43]=[CH:42][CH:41]=[C:40]([C:44]([NH:1][C@@H:2]([CH2:10][CH2:11][CH2:12][NH:13][C:14]([NH:16][S:17]([C:20]2[C:21]([CH3:34])=[C:22]3[C:27](=[C:28]([CH3:31])[C:29]=2[CH3:30])[O:26][C:25]([CH3:33])([CH3:32])[CH2:24][CH2:23]3)(=[O:18])=[O:19])=[NH:15])[C:3]([O:5][C:6]([CH3:7])([CH3:8])[CH3:9])=[O:4])=[O:45])[C:39]1=[O:47]. The catalyst class is: 3. (3) Reactant: [CH3:1][N:2]([CH3:28])[C:3]([C:5]1[C:16]([CH2:17][CH2:18][C:19](=[O:26])[C:20]2[CH:25]=[CH:24][CH:23]=[CH:22][CH:21]=2)=[C:15]([OH:27])[C:8]2[N:9]=[C:10]([CH2:13][CH3:14])[N:11]([CH3:12])[C:7]=2[CH:6]=1)=[O:4].[BH4-].[Na+].[Cl-].[NH4+]. Product: [CH3:28][N:2]([CH3:1])[C:3]([C:5]1[C:16]([CH2:17][CH2:18][CH:19]([OH:26])[C:20]2[CH:25]=[CH:24][CH:23]=[CH:22][CH:21]=2)=[C:15]([OH:27])[C:8]2[N:9]=[C:10]([CH2:13][CH3:14])[N:11]([CH3:12])[C:7]=2[CH:6]=1)=[O:4]. The catalyst class is: 8. (4) Reactant: [SH:1][C:2]1[CH:7]=[CH:6][CH:5]=[CH:4][N:3]=1.Br[CH2:9][C:10]([C:12]1([C:16]2[CH:21]=[CH:20][C:19]([Cl:22])=[CH:18][CH:17]=2)[CH2:15][CH2:14][CH2:13]1)=[O:11].CCN(CC)CC. Product: [Cl:22][C:19]1[CH:18]=[CH:17][C:16]([C:12]2([C:10](=[O:11])[CH2:9][S:1][C:2]3[CH:7]=[CH:6][CH:5]=[CH:4][N:3]=3)[CH2:15][CH2:14][CH2:13]2)=[CH:21][CH:20]=1. The catalyst class is: 23.